From a dataset of Catalyst prediction with 721,799 reactions and 888 catalyst types from USPTO. Predict which catalyst facilitates the given reaction. Reactant: [C:1]([O:5][C:6](=[O:28])[NH:7][C:8]1[CH:13]=[C:12]([N:14]2[CH2:19][CH2:18][S:17][CH2:16][CH2:15]2)[CH:11]=[C:10]([CH2:20][O:21]C2CCCCO2)[N:9]=1)([CH3:4])([CH3:3])[CH3:2].O.C1(C)C=CC(S(O)(=O)=O)=CC=1.C(=O)([O-])O.[Na+]. Product: [C:1]([O:5][C:6](=[O:28])[NH:7][C:8]1[CH:13]=[C:12]([N:14]2[CH2:19][CH2:18][S:17][CH2:16][CH2:15]2)[CH:11]=[C:10]([CH2:20][OH:21])[N:9]=1)([CH3:4])([CH3:2])[CH3:3]. The catalyst class is: 8.